From a dataset of Experimentally validated miRNA-target interactions with 360,000+ pairs, plus equal number of negative samples. Binary Classification. Given a miRNA mature sequence and a target amino acid sequence, predict their likelihood of interaction. (1) The miRNA is hsa-miR-6830-5p with sequence CCAAGGAAGGAGGCUGGACAUC. The protein sequence of the target gene is MAAEGWIWRWGWGRRCLGRPGLLGPGPGPTTPLFLLLLLGSVTADITDGNSEHLKREHSLIKPYQGVGSSSMPLWDFQGSTMLTSQYVRLTPDERSKEGSIWNHQPCFLKDWEMHVHFKVHGTGKKNLHGDGIALWYTRDRLVPGPVFGSKDNFHGLAIFLDTYPNDETTERVFPYISVMVNNGSLSYDHSKDGRWTELAGCTADFRNRDHDTFLAVRYSRGRLTVMTDLEDKNEWKNCIDITGVRLPTGYYFGASAGTGDLSDNHDIISMKLFQLMVEHTPDEESIDWTKIEPSVNFLK.... Result: 0 (no interaction). (2) The miRNA is hsa-miR-6817-5p with sequence UCUGCCAUAGGAAGCUUGGAGUGG. The protein sequence of the target gene is MFNKSFGTPFGGGTGGFGTTSTFGQNTGFGTTSGGAFGTSAFGSSNNTGGLFGNSQTKPGGLFGTSSFSQPATSTSTGFGFGTSTGTANTLFGTASTGTSLFSSQNNAFAQNKPTGFGNFGTSTSSGGLFGTTNTTSNPFGSTSGSLFGPSSFTAAPTGTTIKFNPPTGTDTMVKAGVSTNISTKHQCITAMKEYESKSLEELRLEDYQANRKGPQNQVGAGTTTGLFGSSPATSSATGLFSSSTTNSGFAYGQNKTAFGTSTTGFGTNPGGLFGQQNQQTTSLFSKPFGQATTTQNTGF.... Result: 1 (interaction). (3) The miRNA is hsa-miR-130a-3p with sequence CAGUGCAAUGUUAAAAGGGCAU. The protein sequence of the target gene is MEEFLQRAKSKLNRSKRLEKVHVVIGPKSCDLDSLISTFTYAYFLDKVSPPGVLCLPVLNIPRTEFNYFTETRFILEELNISESFHIFRDEINLHQLNDEGKLSITLVGSSVLASEDKTLESAVVKVINPVEQSDANVEFRESSSSLVLKEILQEAPELITEQLAHRLRGSILFKWMTMESEKISEKQEEILSILEEKFPNLPPREDIINVLQETQFSAQGLSIEQTMLKDLKELSDGEIKVAISTVSMNLENCLFHSNITSDLKAFTDKFGFDVLILFSSYLSEEQQPRRQIAVYSENM.... Result: 1 (interaction). (4) The miRNA is hsa-miR-7977 with sequence UUCCCAGCCAACGCACCA. The protein sequence of the target gene is MSSYQQKQTFTPPPQLQQQQVKQPSQPPPQEIFVPTTKEPCHSKVPQPGNTKIPEPGCTKVPEPGCTKVPEPGCTKVPEPGCTKVPEPGCTKVPEPGCTKVPEPGYTKVPEPGSIKVPDQGFIKFPEPGAIKVPEQGYTKVPVPGYTKLPEPCPSTVTPGPAQQKTKQK. Result: 0 (no interaction). (5) The miRNA is hsa-miR-5695 with sequence ACUCCAAGAAGAAUCUAGACAG. The protein sequence of the target gene is MSDDKPFLCTAPGCGQRFTNEDHLAVHKHKHEMTLKFGPARNDSVIVADQTPTPTRFLKNCEEVGLFNELASPFENEFKKASEDDIKKMPLDLSPLATPIIRNKIEEPSVVETTHQDSPLPHPESTTNDEKEVSLQQTAQPTSTIVRPASLQVPNVLLTSSDSSVIIQQAIPSPTSSTVITQAPSSNRPIVPVPGPFPLLLHLPNGQTMPVAIPASITNSNVHVPAAVPLVRPVTMVPSIPGIPGPSSPQPVQSEAKLRLKAALTQQHPQVTNGDTAKGHPSGLVRTQSEEPRPQSLQQP.... Result: 0 (no interaction). (6) The miRNA is hsa-miR-1827 with sequence UGAGGCAGUAGAUUGAAU. The protein sequence of the target gene is MNLTEDCMVFEDVAIYFSQEEWGILNDAQRHLHSNVMLENFALLSSVGCWHGAKDEEVPSKQCVSVRVLQVTIPKPALSTLKAQPCKMCSSILKDILHLAEHDGTHPEQGLYTCAAEHDLHQKEQIREKLTRSDEWRPSFVNHSAHVGERNFTCTQGGKDFTASSDLLQQQVLNSGWKLYRDTQDGEAFQGEQNDFNSSQGGKDFCHQHGLFEHQKTHNGERPYEFSECGELFRYNSNLIKYQQNHAGERPYEGTEYGKTFIRKSNLVQHQKIHSEGFLSKRSDPIEHQEILSRPTPYEC.... Result: 1 (interaction). (7) The miRNA is hsa-miR-4520-2-3p with sequence UUUGGACAGAAAACACGCAGGU. The protein sequence of the target gene is MKAAVDLKPTLTIIKTEKVDLELFPSPDMECADVPLLTPSSKEMMSQALKATFSGFTKEQQRLGIPKDPRQWTETHVRDWVMWAVNEFSLKGVDFQKFCMNGAALCALGKECFLELAPDFVGDILWEHLEILQKEDVKPYQVNGVNPTYPESRYTSDYFISYGIEHAQCVPPSEFSEPSFITESYQTLHPISSEELLSLKYENDYPSVILRDPLQTDTLQTDYFAIKQEVLTPDNMCMGRASRGKLGGQDSFESIESYDSCDRLTQSWSSQSSFNSLQRVPSYDSFDSEDYPAALPNHKP.... Result: 0 (no interaction).